Dataset: Experimentally validated miRNA-target interactions with 360,000+ pairs, plus equal number of negative samples. Task: Binary Classification. Given a miRNA mature sequence and a target amino acid sequence, predict their likelihood of interaction. (1) The miRNA is hsa-miR-4309 with sequence CUGGAGUCUAGGAUUCCA. The protein sequence of the target gene is MSFFYSLFAPLIFLVTFIYNHVLLILFTVCIIGAAAFFVSYYLFGYSNTPSSASSSATPSSRNSPNKERSKKVPTILETDNEDDEIRVNGSPKSGTPTNTQTIEPPTSLNLNMVNSASGSNLSGARRMRKRDWAKKLYKSLVQDSPGRTPTDESSDEENANVVMGGGSVPRRRSKHGNSSRRRQSTAFQLAKDLIRRGSRSYFRQNQENNKDTRVRPPQEFFEPTDLPEIPQNLQPEIFYILHNLKMLELPSEWKLDPREIEVRSFQAGDYIVKPGESDDAIYVAIDGELTVHIRHMEGK.... Result: 0 (no interaction). (2) Result: 1 (interaction). The miRNA is hsa-miR-6837-3p with sequence CCUUCACUGUGACUCUGCUGCAG. The protein sequence of the target gene is MEGAALLKIFVVCIWVQQNHPGWTVAGQFQEKKRFTEEVIEYFQKKVSPVHLKILLTSDEAWKRFVRVAELPREEADALYEALKNLTPYVAIEDKDMQQKEQQFREWFLKEFPQIRWKIQESIERLRVIANEIEKVHRGCVIANVVSGSTGILSVIGVMLAPFTAGLSLSITAAGVGLGIASATAGIASSIVENTYTRSAELTASRLTATSTDQLEALRDILRDITPNVLSFALDFDEATKMIANDVHTLRRSKATVGRPLIAWRYVPINVVETLRTRGAPTRIVRKVARNLGKATSGVL.... (3) The miRNA is hsa-miR-4311 with sequence GAAAGAGAGCUGAGUGUG. The protein sequence of the target gene is MLIKVKTLTGKEIEIDIEPTDKVERIKERVEEKEGIPPQQQRLIYSGKQMNDEKTAADYKILGGSVLHLVLALRGGGGLRQ. Result: 1 (interaction). (4) The miRNA is mmu-miR-181d-5p with sequence AACAUUCAUUGUUGUCGGUGGGU. The protein sequence of the target gene is MGGLFSRWRAKPSTVEVLENIDKEIQALEEFREKNQRLQKLWVGRLIIYSSILYLFTCLIVYLWYLPDEFTARLVMTLPFFAFPLIIWTLRTVLIFFFSKRTERNNEALDDLKSQKKKILEEVMEKETYKTAKLILERFDPDSKKAKEFEPPSAGAAVTAKPGQEIRQRTAAQRNLSPAPASSSQGPPPQGPVSPGPAKDASAPGGPPERTVAPALPRRLGSPATSVPGMGLHPPGPPLARPILPRERGALDRIVEYLVGDGPQNRYALICQQCFSHNGMALKEEFEYIAFRCAYCFFLN.... Result: 1 (interaction). (5) The miRNA is hsa-miR-497-3p with sequence CAAACCACACUGUGGUGUUAGA. The protein sequence of the target gene is MSFIMKPHRHFQRTLILLATFCMVSIIISAYYLYSGYKQESEVSGRASEVDCGDLQHIPSRLMEVRRTMISDASRTDPTVLVFVESQYSSLGQDIIMMLESIRFHYHTEIAPGKGDLPALTDNVKGKYVLIIYENILKYINMDSWNRSLLDKYCIEYGVGIIGFHKTSEKNLQSFQFRGFPFSISGNLAVKDCCINPHSPLLRVTKSSKLDRGSLPGTDWTVFQINHSTYQPVIFAKVKTPENLSPPISKHAFYATIIHDLGLHDGIQRVLFGNNLNFWLHKLIFIDAISFLSGKRLTLS.... Result: 0 (no interaction). (6) The miRNA is hsa-miR-4251 with sequence CCUGAGAAAAGGGCCAA. The protein sequence of the target gene is MASLSQLSSHLNYTCGAENSTGASQARPHAYYALSYCALILAIVFGNGLVCMAVLKERALQTTTNYLVVSLAVADLLVATLVMPWVVYLEVTGGVWNFSRICCDVFVTLDVMMCTASILNLCAISIDRYTAVVMPVHYQHGTGQSSCRRVALMITAVWVLAFAVSCPLLFGFNTTGDPTVCSISNPDFVIYSSVVSFYLPFGVTVLVYARIYVVLKQRRRKRILTRQNSQCNSVRPGFPQQTLSPDPAHLELKRYYSICQDTALGGPGFQERGGELKREEKTRNSLSPTIAPKLSLEVRK.... Result: 0 (no interaction). (7) The miRNA is hsa-miR-4735-5p with sequence CCUAAUUUGAACACCUUCGGUA. The protein sequence of the target gene is MEMKKKINLELRNRSPEEVTELVLDNCLCVNGEIEGLNDTFKELEFLSMANVELSSLARLPSLNKLRKLELSDNIISGGLEVLAEKCPNLTYLNLSGNKIKDLSTVEALQNLKNLKSLDLFNCEITNLEDYRESIFELLQQITYLDGFDQEDNEAPDSEEEDDEDGDEDDEEEEENEAGPPEGYEEEEEEEEEEDEDEDEDEDEAGSELGEGEEEVGLSYLMKEEIQDEEDDDDYVEEGEEEEEEEEGGLRGEKRKRDAEDDGEEEDD. Result: 1 (interaction).